Predict which catalyst facilitates the given reaction. From a dataset of Catalyst prediction with 721,799 reactions and 888 catalyst types from USPTO. (1) Reactant: [CH:1]1([NH:4][C:5]([C:7]2[N:8]=[N:9][N:10]([C:21]3[CH:26]=[CH:25][C:24]([C:27]([NH:29][CH2:30][CH3:31])=[O:28])=[CH:23][CH:22]=3)[C:11]=2[CH2:12]P(OCC)(OCC)=O)=[O:6])[CH2:3][CH2:2]1.[H-].[Na+].[CH:34]([C:36]1[S:37][CH:38]=[CH:39][N:40]=1)=O. Product: [CH:1]1([NH:4][C:5]([C:7]2[N:8]=[N:9][N:10]([C:21]3[CH:22]=[CH:23][C:24]([C:27]([NH:29][CH2:30][CH3:31])=[O:28])=[CH:25][CH:26]=3)[C:11]=2/[CH:12]=[CH:34]/[C:36]2[S:37][CH:38]=[CH:39][N:40]=2)=[O:6])[CH2:3][CH2:2]1. The catalyst class is: 1. (2) Reactant: [O:1]=[C:2]1[NH:6][C@H:5]([C:7]([O:9][CH3:10])=[O:8])[CH2:4][CH2:3]1.C(N(CC)CC)C.[O:18](C(OC(C)(C)C)=O)[C:19]([O:21][C:22]([CH3:25])([CH3:24])[CH3:23])=O. Product: [O:1]=[C:2]1[N:6]([C:19]([O:21][C:22]([CH3:25])([CH3:24])[CH3:23])=[O:18])[C@H:5]([C:7]([O:9][CH3:10])=[O:8])[CH2:4][CH2:3]1. The catalyst class is: 64. (3) Reactant: C[O:2][C:3](=[O:28])[C@@H:4]([N:12]1[CH2:16][C:15]2=[CH:17][C:18]3[C:19]([O:25][CH3:26])=[CH:20][CH:21]=[CH:22][C:23]=3[O:24][CH:14]2[C:13]1=[O:27])[CH2:5][CH:6]1[CH2:11][CH2:10][CH2:9][CH2:8][CH2:7]1.O.[OH-].[Li+]. Product: [CH3:26][O:25][C:19]1[C:18]2[CH2:17][C:15]3[CH2:16][N:12]([C@@H:4]([CH2:5][CH:6]4[CH2:11][CH2:10][CH2:9][CH2:8][CH2:7]4)[C:3]([OH:28])=[O:2])[C:13](=[O:27])[C:14]=3[O:24][C:23]=2[CH:22]=[CH:21][CH:20]=1. The catalyst class is: 30. (4) Reactant: [Cl:1][C:2]1[CH:7]=[CH:6][C:5]([Cl:8])=[CH:4][C:3]=1[S:9]([NH:12][C@@H:13]1[CH2:17][CH2:16][N:15]([C:18](OC(C)(C)C)=O)[CH2:14]1)(=[O:11])=[O:10].C([O-])([O-])=O.[K+].[K+].[CH2:31](Br)[C:32]1[CH:37]=[CH:36][CH:35]=[CH:34][CH:33]=1.C1C=CC(P(C2C=CC=CC=2)C2C=CC=CC=2)=CC=1.CC[N:60](C(C)C)C(C)C.BrC#N.C(O)C(N)(CO)CO. Product: [Cl:1][C:2]1[CH:7]=[CH:6][C:5]([Cl:8])=[CH:4][C:3]=1[S:9]([N:12]([C@@H:13]1[CH2:17][CH2:16][N:15]([C:18]#[N:60])[CH2:14]1)[CH2:31][C:32]1[CH:37]=[CH:36][CH:35]=[CH:34][CH:33]=1)(=[O:10])=[O:11]. The catalyst class is: 21. (5) Reactant: [Cl-:1].[Li+:2].[NH2:3][C@H:4]([C:9]([OH:11])=[O:10])[CH2:5][CH:6]([CH3:8])[CH3:7]. Product: [Li+:2].[Cl-:1].[NH2:3][C@H:4]([C:9]([OH:11])=[O:10])[CH2:5][CH:6]([CH3:8])[CH3:7]. The catalyst class is: 6. (6) Reactant: [CH2:1]([O:3][C:4](=[O:21])[C:5]([O:13][C:14]1[CH:19]=[CH:18][C:17]([Br:20])=[CH:16][CH:15]=1)([CH2:11][OH:12])[C:6]([O:8][CH2:9][CH3:10])=[O:7])[CH3:2].[C:22](OC(=O)C)(=[O:24])[CH3:23]. Product: [CH2:9]([O:8][C:6](=[O:7])[C:5]([CH2:11][O:12][C:22](=[O:24])[CH3:23])([O:13][C:14]1[CH:15]=[CH:16][C:17]([Br:20])=[CH:18][CH:19]=1)[C:4]([O:3][CH2:1][CH3:2])=[O:21])[CH3:10]. The catalyst class is: 17.